This data is from Catalyst prediction with 721,799 reactions and 888 catalyst types from USPTO. The task is: Predict which catalyst facilitates the given reaction. (1) Reactant: [NH2:1][C:2]1[CH:3]=[C:4]([C:8]2[CH:13]=[CH:12][CH:11]=[CH:10][CH:9]=2)[CH:5]=[CH:6][CH:7]=1.Cl[C:15]([CH2:17][CH2:18][CH2:19][CH2:20][CH2:21][CH2:22][C:23]([O:25]C)=[O:24])=[O:16].O[Li].O. Product: [C:8]1([C:4]2[CH:3]=[C:2]([NH:1][C:15]([CH2:17][CH2:18][CH2:19][CH2:20][CH2:21][CH2:22][C:23]([OH:25])=[O:24])=[O:16])[CH:7]=[CH:6][CH:5]=2)[CH:9]=[CH:10][CH:11]=[CH:12][CH:13]=1. The catalyst class is: 859. (2) Reactant: I[C:2]1[CH:10]=[C:9]2[C:5]([CH2:6][CH2:7][CH2:8]2)=[CH:4][C:3]=1[NH2:11].[Cu][C:13]#[N:14].[NH4+].[OH-].ClCCl. Product: [NH2:11][C:3]1[CH:4]=[C:5]2[C:9]([CH2:8][CH2:7][CH2:6]2)=[CH:10][C:2]=1[C:13]#[N:14]. The catalyst class is: 3. (3) Reactant: Cl[C:2]1[C:7]([C:8]#[N:9])=[CH:6][N:5]=[C:4]2[C:10]3[CH:16]=[CH:15][CH:14]=[CH:13][C:11]=3[S:12][C:3]=12.[O:17]([C:24]1[CH:30]=[CH:29][C:27]([NH2:28])=[CH:26][CH:25]=1)[C:18]1[CH:23]=[CH:22][CH:21]=[CH:20][CH:19]=1. Product: [O:17]([C:24]1[CH:25]=[CH:26][C:27]([NH:28][C:2]2[C:7]([C:8]#[N:9])=[CH:6][N:5]=[C:4]3[C:10]4[CH:16]=[CH:15][CH:14]=[CH:13][C:11]=4[S:12][C:3]=23)=[CH:29][CH:30]=1)[C:18]1[CH:23]=[CH:22][CH:21]=[CH:20][CH:19]=1. The catalyst class is: 486. (4) Reactant: [H-].[Na+].[OH:3][C:4]1[CH:12]=[CH:11][CH:10]=[C:9]2[C:5]=1[CH2:6][CH2:7][C:8]2=[O:13].[CH2:14](Br)[C:15]1[CH:20]=[CH:19][CH:18]=[CH:17][CH:16]=1.[Cl-].[NH4+]. Product: [CH2:14]([O:3][C:4]1[CH:12]=[CH:11][CH:10]=[C:9]2[C:5]=1[CH2:6][CH2:7][C:8]2=[O:13])[C:15]1[CH:20]=[CH:19][CH:18]=[CH:17][CH:16]=1. The catalyst class is: 9. (5) Reactant: [S:1]1[CH:5]=[CH:4][CH:3]=[C:2]1[C:6]1[CH:13]=[CH:12][C:9]([CH:10]=O)=[CH:8][CH:7]=1.Cl.[NH2:15][CH2:16][CH2:17][SH:18]. Product: [S:1]1[CH:5]=[CH:4][CH:3]=[C:2]1[C:6]1[CH:13]=[CH:12][C:9]([CH:10]2[NH:15][CH2:16][CH2:17][S:18]2)=[CH:8][CH:7]=1. The catalyst class is: 88. (6) Reactant: C(=O)([O-])[O-].[K+].[K+].Cl.[CH3:8][NH:9][O:10][CH3:11].C1(C)C=CC=CC=1.[C:19](Cl)(=[O:23])[CH2:20][CH2:21][CH3:22]. Product: [CH3:11][O:10][N:9]([CH3:8])[C:19](=[O:23])[CH2:20][CH2:21][CH3:22]. The catalyst class is: 6. (7) Reactant: [OH:1][C:2]1[CH:3]=[C:4]([CH:7]=[CH:8][CH:9]=1)[CH:5]=[O:6].[C:10]([O-])([O-])=O.[K+].[K+].CI.O. Product: [CH3:10][O:1][C:2]1[CH:3]=[C:4]([CH:7]=[CH:8][CH:9]=1)[CH:5]=[O:6]. The catalyst class is: 21. (8) Reactant: [CH2:1]([C:4]1[CH:5]=[N:6][C:7]([N:10]2[CH2:15][CH2:14][CH:13]([O:16][C:17]3[S:18][C:19]4[CH:25]=[C:24]([C:26]5[CH2:27][CH2:28][NH:29][CH2:30][CH:31]=5)[CH:23]=[CH:22][C:20]=4[N:21]=3)[CH2:12][CH2:11]2)=[N:8][CH:9]=1)[CH2:2][CH3:3].C(N(CC)CC)C.Cl[S:40]([CH2:43][CH2:44][CH2:45][C:46]([O:48][CH3:49])=[O:47])(=[O:42])=[O:41]. Product: [CH2:1]([C:4]1[CH:5]=[N:6][C:7]([N:10]2[CH2:15][CH2:14][CH:13]([O:16][C:17]3[S:18][C:19]4[CH:25]=[C:24]([C:26]5[CH2:27][CH2:28][N:29]([S:40]([CH2:43][CH2:44][CH2:45][C:46]([O:48][CH3:49])=[O:47])(=[O:42])=[O:41])[CH2:30][CH:31]=5)[CH:23]=[CH:22][C:20]=4[N:21]=3)[CH2:12][CH2:11]2)=[N:8][CH:9]=1)[CH2:2][CH3:3]. The catalyst class is: 2.